From a dataset of Forward reaction prediction with 1.9M reactions from USPTO patents (1976-2016). Predict the product of the given reaction. (1) Given the reactants [N:1]([CH2:4][C@@H:5]1[CH2:10][NH:9][C:8]2[CH:11]=[CH:12][CH:13]=[C:14](Br)[C:7]=2[O:6]1)=[N+:2]=[N-:3].[F:16][C:17]1[CH:22]=[CH:21][CH:20]=[CH:19][C:18]=1B(O)O, predict the reaction product. The product is: [N:1]([CH2:4][C@@H:5]1[CH2:10][NH:9][C:8]2[CH:11]=[CH:12][CH:13]=[C:14]([C:18]3[CH:19]=[CH:20][CH:21]=[CH:22][C:17]=3[F:16])[C:7]=2[O:6]1)=[N+:2]=[N-:3]. (2) Given the reactants [CH2:1]([CH:3]([CH2:15][CH2:16][CH2:17][CH3:18])[CH2:4][O:5][C:6](=[O:14])[C:7]1[CH:12]=[CH:11][CH:10]=[CH:9][C:8]=1[OH:13])[CH3:2].[3H][3H], predict the reaction product. The product is: [CH2:1]([CH:3]([CH2:15][CH2:16][CH2:17][CH3:18])[CH2:4][O:5][C:6]([CH:7]1[CH2:12][CH2:11][CH2:10][CH2:9][CH:8]1[OH:13])=[O:14])[CH3:2]. (3) Given the reactants [C:1]([C:3]1[C:4](F)=[N:5][CH:6]=[CH:7][CH:8]=1)#[N:2].Cl.[NH:11]1[CH2:14][CH2:13][CH2:12]1, predict the reaction product. The product is: [N:11]1([C:4]2[N:5]=[CH:6][CH:7]=[CH:8][C:3]=2[C:1]#[N:2])[CH2:14][CH2:13][CH2:12]1. (4) The product is: [CH:11]1[CH:10]=[CH:9][CH:8]=[C:7]2[C:12]=1[CH:13]=[C:5]1[CH2:4][CH2:3][C:2](=[O:1])[CH2:14][N:6]12. Given the reactants [O:1]=[C:2]1[CH:14](C(OC(C)(C)C)=O)[N:6]2[C:7]3[C:12]([CH:13]=[C:5]2[CH2:4][CH2:3]1)=[CH:11][CH:10]=[CH:9][CH:8]=3, predict the reaction product. (5) Given the reactants [CH3:1][S:2](Cl)(=[O:4])=[O:3].[CH2:6]([C:8]1[CH:13]=[C:12]([O:14][CH:15]2[CH2:19][CH2:18][NH:17][CH2:16]2)[CH:11]=[CH:10][C:9]=1[N:20]([CH3:31])[C:21]1[N:26]=[CH:25][C:24]2[N:27]=[CH:28][N:29]([CH3:30])[C:23]=2[CH:22]=1)[CH3:7].C(N(CC)CC)C, predict the reaction product. The product is: [CH2:6]([C:8]1[CH:13]=[C:12]([O:14][CH:15]2[CH2:19][CH2:18][N:17]([S:2]([CH3:1])(=[O:4])=[O:3])[CH2:16]2)[CH:11]=[CH:10][C:9]=1[N:20]([CH3:31])[C:21]1[N:26]=[CH:25][C:24]2[N:27]=[CH:28][N:29]([CH3:30])[C:23]=2[CH:22]=1)[CH3:7]. (6) Given the reactants [CH3:1][O:2][C:3](=[O:8])[C@H:4]([OH:7])[CH2:5][CH3:6].N1C=CC=CC=1.[S:15](O[S:15]([C:18]([F:21])([F:20])[F:19])(=[O:17])=[O:16])([C:18]([F:21])([F:20])[F:19])(=[O:17])=[O:16].O, predict the reaction product. The product is: [CH3:1][O:2][C:3](=[O:8])[C@H:4]([O:7][S:15]([C:18]([F:21])([F:20])[F:19])(=[O:17])=[O:16])[CH2:5][CH3:6]. (7) Given the reactants [C:1]([NH:5][S:6]([C:9]1[CH:14]=[CH:13][C:12]([C:15]2[N:19]([CH2:20][CH:21]3[CH2:26][CH2:25][CH2:24][CH2:23][CH2:22]3)[N:18]=[C:17]([C:27]([O:29][CH2:30][CH3:31])=[O:28])[CH:16]=2)=[C:11]([Cl:32])[C:10]=1[Cl:33])(=[O:8])=[O:7])([CH3:4])([CH3:3])[CH3:2].C1C(=O)N([Cl:41])C(=O)C1, predict the reaction product. The product is: [C:1]([NH:5][S:6]([C:9]1[CH:14]=[CH:13][C:12]([C:15]2[N:19]([CH2:20][CH:21]3[CH2:22][CH2:23][CH2:24][CH2:25][CH2:26]3)[N:18]=[C:17]([C:27]([O:29][CH2:30][CH3:31])=[O:28])[C:16]=2[Cl:41])=[C:11]([Cl:32])[C:10]=1[Cl:33])(=[O:8])=[O:7])([CH3:2])([CH3:4])[CH3:3]. (8) Given the reactants [CH:1]1([NH:4][C:5]2[C:6]([NH2:12])=[CH:7][CH:8]=[C:9]([F:11])[CH:10]=2)[CH2:3][CH2:2]1.[OH:13][C:14]([C:17]1[CH:18]=[C:19]([CH:23]=O)[CH:20]=[N:21][CH:22]=1)([CH3:16])[CH3:15].OOS([O-])=O.[K+].C(=O)([O-])[O-].[K+].[K+], predict the reaction product. The product is: [CH:1]1([N:4]2[C:5]3[CH:10]=[C:9]([F:11])[CH:8]=[CH:7][C:6]=3[N:12]=[C:23]2[C:19]2[CH:18]=[C:17]([C:14]([OH:13])([CH3:15])[CH3:16])[CH:22]=[N:21][CH:20]=2)[CH2:3][CH2:2]1.